Task: Predict the reactants needed to synthesize the given product.. Dataset: Full USPTO retrosynthesis dataset with 1.9M reactions from patents (1976-2016) Given the product [Cl:1][C:2]1[N:6]2[CH:7]=[C:8]([C:15]3[CH:19]=[CH:18][O:17][CH:16]=3)[CH:9]=[C:10]([C:11]([F:13])([F:12])[F:14])[C:5]2=[N:4][C:3]=1[C:20]([N:33]1[CH2:32][CH2:31][CH:30]([N:25]2[C@H:24]([CH3:23])[CH2:28][O:27][C:26]2=[O:29])[CH2:35][CH2:34]1)=[O:21], predict the reactants needed to synthesize it. The reactants are: [Cl:1][C:2]1[N:6]2[CH:7]=[C:8]([C:15]3[CH:19]=[CH:18][O:17][CH:16]=3)[CH:9]=[C:10]([C:11]([F:14])([F:13])[F:12])[C:5]2=[N:4][C:3]=1[C:20](O)=[O:21].[CH3:23][C@@H:24]1[CH2:28][O:27][C:26](=[O:29])[N:25]1[CH:30]1[CH2:35][CH2:34][NH:33][CH2:32][CH2:31]1.CCN(C(C)C)C(C)C.CN(C(ON1N=NC2C=CC=NC1=2)=[N+](C)C)C.F[P-](F)(F)(F)(F)F.